Dataset: Full USPTO retrosynthesis dataset with 1.9M reactions from patents (1976-2016). Task: Predict the reactants needed to synthesize the given product. Given the product [O:10]=[C:9]1[CH:8]=[CH:7][C:6](=[O:11])[N:5]1[CH2:4][CH2:3][N:2]([CH3:1])[P:12]([N:50]([CH3:49])[CH2:51][CH2:52][C:53]([OH:55])=[O:54])([N:19]([CH2:40][CH2:41][N:42]1[C:43](=[O:48])[CH:44]=[CH:45][C:46]1=[O:47])[CH3:17])=[O:13], predict the reactants needed to synthesize it. The reactants are: [CH3:1][NH:2][CH2:3][CH2:4][N:5]1[C:9](=[O:10])[CH:8]=[CH:7][C:6]1=[O:11].[P:12](Cl)(Cl)(Cl)=[O:13].[CH2:17]([N:19](CC)CC)C.[O:48]=[C:43]1[CH:44]=[CH:45][C:46](=[O:47])[N:42]1[CH2:41][CH2:40]CN(C[CH2:40][CH2:41][N:42]1[C:46](=[O:47])[CH:45]=[CH:44][C:43]1=[O:48])P(Cl)(Cl)=O.[CH3:49][NH:50][CH2:51][CH2:52][C:53]([OH:55])=[O:54].